This data is from Full USPTO retrosynthesis dataset with 1.9M reactions from patents (1976-2016). The task is: Predict the reactants needed to synthesize the given product. (1) Given the product [OH:19][CH2:18][CH:12]([NH:11][C:9](=[O:10])[O:8][CH2:1][C:2]1[CH:7]=[CH:6][CH:5]=[CH:4][CH:3]=1)[CH2:13][C:14]1([CH3:17])[CH2:16][CH2:15]1, predict the reactants needed to synthesize it. The reactants are: [CH2:1]([O:8][C:9]([NH:11][C@H:12]([C:18](OC)=[O:19])[CH2:13][C:14]1([CH3:17])[CH2:16][CH2:15]1)=[O:10])[C:2]1[CH:7]=[CH:6][CH:5]=[CH:4][CH:3]=1.[Li+].[Cl-].[BH4-].[Na+]. (2) The reactants are: C([N:8]1[CH2:13][CH2:12][CH2:11][CH:10]([N:14]2[C:22]3[C:17](=[CH:18][CH:19]=[CH:20][CH:21]=3)[C:16]([S:23]([C:26]3[CH:31]=[CH:30][CH:29]=[CH:28][CH:27]=3)(=[O:25])=[O:24])=[CH:15]2)[CH2:9]1)C1C=CC=CC=1.[Cl:32]C(OC(Cl)C)=O.C(O)C.CCOCC. Given the product [ClH:32].[C:26]1([S:23]([C:16]2[C:17]3[C:22](=[CH:21][CH:20]=[CH:19][CH:18]=3)[N:14]([CH:10]3[CH2:11][CH2:12][CH2:13][NH:8][CH2:9]3)[CH:15]=2)(=[O:24])=[O:25])[CH:27]=[CH:28][CH:29]=[CH:30][CH:31]=1, predict the reactants needed to synthesize it.